This data is from Catalyst prediction with 721,799 reactions and 888 catalyst types from USPTO. The task is: Predict which catalyst facilitates the given reaction. (1) Reactant: [CH:1]1[C:10]2[C:5](=[CH:6][C:7]([OH:11])=[CH:8][CH:9]=2)[CH:4]=[CH:3][C:2]=1[OH:12].[F:13][C:14]([F:27])([F:26])[S:15](O[S:15]([C:14]([F:27])([F:26])[F:13])(=[O:17])=[O:16])(=[O:17])=[O:16].O. Product: [F:13][C:14]([F:27])([F:26])[S:15]([O:12][C:2]1[CH:3]=[CH:4][C:5]2[C:10](=[CH:9][CH:8]=[C:7]([OH:11])[CH:6]=2)[CH:1]=1)(=[O:17])=[O:16]. The catalyst class is: 298. (2) Reactant: [CH:1]1[CH:6]=[CH:5][C:4]([CH2:7][O:8][C:9](Cl)=[O:10])=[CH:3][CH:2]=1.Cl.[OH:13][C@H:14]1[CH2:18][NH:17][C@H:16]([C:19]([O:21][CH2:22][CH3:23])=[O:20])[CH2:15]1. Product: [OH:13][C@H:14]1[CH2:18][N:17]([C:9]([O:8][CH2:7][C:4]2[CH:5]=[CH:6][CH:1]=[CH:2][CH:3]=2)=[O:10])[C@H:16]([C:19]([O:21][CH2:22][CH3:23])=[O:20])[CH2:15]1. The catalyst class is: 46. (3) Reactant: [C:1]([O:5][C:6]([N:8]1[CH2:12][CH2:11][CH:10]([C:13]2[CH:18]=[CH:17][C:16]([S:19]([C:21]3[CH:26]=[CH:25][CH:24]=[CH:23][C:22]=3[C:27]#[N:28])=[O:20])=[CH:15][C:14]=2[O:29][CH3:30])[CH2:9]1)=[O:7])([CH3:4])([CH3:3])[CH3:2].C1C=C(Cl)C=C(C(OO)=[O:39])C=1. Product: [C:1]([O:5][C:6]([N:8]1[CH2:12][CH2:11][CH:10]([C:13]2[CH:18]=[CH:17][C:16]([S:19]([C:21]3[CH:26]=[CH:25][CH:24]=[CH:23][C:22]=3[C:27]#[N:28])(=[O:39])=[O:20])=[CH:15][C:14]=2[O:29][CH3:30])[CH2:9]1)=[O:7])([CH3:4])([CH3:3])[CH3:2]. The catalyst class is: 2. (4) Reactant: [C:1]1([C:7]([C:31]2[CH:36]=[CH:35][CH:34]=[CH:33][CH:32]=2)([C:25]2[CH:30]=[CH:29][CH:28]=[CH:27][CH:26]=2)[N:8]2[CH:12]=[N:11][C:10]([S:13][CH2:14][CH2:15][O:16][C:17]3[CH:22]=[C:21]([C:23]#[N:24])[CH:20]=[CH:19][N:18]=3)=[N:9]2)[CH:6]=[CH:5][CH:4]=[CH:3][CH:2]=1.[H-].[Al+3].[Li+].[H-].[H-].[H-].O.[OH-].[Na+]. Product: [C:31]1([C:7]([C:1]2[CH:6]=[CH:5][CH:4]=[CH:3][CH:2]=2)([C:25]2[CH:26]=[CH:27][CH:28]=[CH:29][CH:30]=2)[N:8]2[CH:12]=[N:11][C:10]([S:13][CH2:14][CH2:15][O:16][C:17]3[CH:22]=[C:21]([CH2:23][NH2:24])[CH:20]=[CH:19][N:18]=3)=[N:9]2)[CH:36]=[CH:35][CH:34]=[CH:33][CH:32]=1. The catalyst class is: 1. (5) Reactant: [F:1][C:2]1[CH:9]=[CH:8][C:5]([CH:6]=O)=[CH:4][CH:3]=1.[C:10]([O-:13])(=[O:12])[CH3:11].[NH4+:14].C(O)(=O)CC(O)=O. Product: [F:1][C:2]1[CH:9]=[CH:8][C:5]([CH:6]([CH2:11][C:10]([OH:13])=[O:12])[NH2:14])=[CH:4][CH:3]=1. The catalyst class is: 8. (6) Reactant: [NH2:1][C:2]1[CH:9]=[CH:8][C:5]([C:6]#[N:7])=[C:4]([Cl:10])[CH:3]=1.N1C=CC=CC=1.Cl[C:18]([O:20][C:21]1[CH:26]=[CH:25][CH:24]=[CH:23][CH:22]=1)=[O:19].CCOC(C)=O. Product: [Cl:10][C:4]1[CH:3]=[C:2]([NH:1][C:18](=[O:19])[O:20][C:21]2[CH:26]=[CH:25][CH:24]=[CH:23][CH:22]=2)[CH:9]=[CH:8][C:5]=1[C:6]#[N:7]. The catalyst class is: 1. (7) Reactant: [Cl:1][C:2]1[CH:3]=[C:4]([C@@H:8]([OH:27])[CH2:9][NH:10][CH2:11][CH2:12][C:13]2[CH:26]=[CH:25][C:16]([CH2:17][C:18]3[CH:23]=[CH:22][C:21]([OH:24])=[CH:20][CH:19]=3)=[CH:15][CH:14]=2)[CH:5]=[CH:6][CH:7]=1.[C:28](O[C:28]([O:30][C:31]([CH3:34])([CH3:33])[CH3:32])=[O:29])([O:30][C:31]([CH3:34])([CH3:33])[CH3:32])=[O:29]. Product: [Cl:1][C:2]1[CH:3]=[C:4]([C@@H:8]([OH:27])[CH2:9][N:10]([CH2:11][CH2:12][C:13]2[CH:14]=[CH:15][C:16]([CH2:17][C:18]3[CH:19]=[CH:20][C:21]([OH:24])=[CH:22][CH:23]=3)=[CH:25][CH:26]=2)[C:28](=[O:29])[O:30][C:31]([CH3:34])([CH3:33])[CH3:32])[CH:5]=[CH:6][CH:7]=1. The catalyst class is: 30.